This data is from Forward reaction prediction with 1.9M reactions from USPTO patents (1976-2016). The task is: Predict the product of the given reaction. (1) Given the reactants C(Cl)(=O)C.[Br:5][C:6]1[CH:10]=[N:9][N:8]([CH3:11])[C:7]=1[C:12]1[CH:13]=[C:14]([NH:26][C:27](=[O:32])[C:28]([F:31])([F:30])[F:29])[CH:15]=[CH:16][C:17]=1[O:18][CH2:19][C:20]([CH3:25])([N+:22]([O-])=O)[CH3:21], predict the reaction product. The product is: [NH2:22][C:20]([CH3:25])([CH3:21])[CH2:19][O:18][C:17]1[CH:16]=[CH:15][C:14]([NH:26][C:27](=[O:32])[C:28]([F:31])([F:29])[F:30])=[CH:13][C:12]=1[C:7]1[N:8]([CH3:11])[N:9]=[CH:10][C:6]=1[Br:5]. (2) Given the reactants C1(C)C=CC=CC=1.S(Cl)([Cl:10])=O.[O:12]=[C:13]1[C:18]([C:19](O)=[O:20])=[CH:17][CH:16]=[C:15]([C:22]([F:25])([F:24])[F:23])[N:14]1[CH2:26][C:27]1[CH:32]=[CH:31][CH:30]=[CH:29][CH:28]=1, predict the reaction product. The product is: [O:12]=[C:13]1[C:18]([C:19]([Cl:10])=[O:20])=[CH:17][CH:16]=[C:15]([C:22]([F:25])([F:24])[F:23])[N:14]1[CH2:26][C:27]1[CH:32]=[CH:31][CH:30]=[CH:29][CH:28]=1. (3) Given the reactants [OH:1][C@@H:2]1[C:10]2[C:5](=[CH:6][CH:7]=[CH:8][CH:9]=2)[CH2:4][C@@:3]1([CH2:20][C:21]1[CH:29]=[CH:28][C:24]([C:25]([OH:27])=[O:26])=[CH:23][CH:22]=1)[C:11]1[CH2:12][C:13]2[C:18]([CH:19]=1)=[CH:17][CH:16]=[CH:15][CH:14]=2.C([O-])([O-])=O.[K+].[K+].[CH2:36](I)[CH3:37], predict the reaction product. The product is: [OH:1][C@@H:2]1[C:10]2[C:5](=[CH:6][CH:7]=[CH:8][CH:9]=2)[CH2:4][C@@:3]1([CH2:20][C:21]1[CH:29]=[CH:28][C:24]([C:25]([O:27][CH2:36][CH3:37])=[O:26])=[CH:23][CH:22]=1)[C:11]1[CH2:12][C:13]2[C:18]([CH:19]=1)=[CH:17][CH:16]=[CH:15][CH:14]=2. (4) Given the reactants [CH3:1][N:2]([CH3:17])[C:3]([C:5]1[CH:14]=[CH:13][C:12]2[C:7](=[CH:8][CH:9]=[CH:10][C:11]=2[C:15]#[N:16])[CH:6]=1)=[O:4].[NH4+].[OH-].[H][H], predict the reaction product. The product is: [CH3:1][N:2]([CH3:17])[C:3]([C:5]1[CH:14]=[CH:13][C:12]2[C:7](=[CH:8][CH:9]=[CH:10][C:11]=2[CH2:15][NH2:16])[CH:6]=1)=[O:4]. (5) Given the reactants [NH2:1][CH2:2][C@H:3]1[N:8]([C:9]([C:11]2[N:12]=[C:13]([CH3:23])[S:14][C:15]=2[C:16]2[CH:17]=[C:18]([CH3:22])[CH:19]=[CH:20][CH:21]=2)=[O:10])[CH2:7][C@H:6]2[C@@H:4]1[CH2:5]2.[CH3:24][O:25][C:26]1[CH:34]=[CH:33][CH:32]=[CH:31][C:27]=1[C:28](O)=[O:29], predict the reaction product. The product is: [CH3:24][O:25][C:26]1[CH:34]=[CH:33][CH:32]=[CH:31][C:27]=1[C:28]([NH:1][CH2:2][C@H:3]1[N:8]([C:9]([C:11]2[N:12]=[C:13]([CH3:23])[S:14][C:15]=2[C:16]2[CH:17]=[C:18]([CH3:22])[CH:19]=[CH:20][CH:21]=2)=[O:10])[CH2:7][C@H:6]2[C@@H:4]1[CH2:5]2)=[O:29]. (6) Given the reactants [H-].[Na+].[CH3:3][C:4]1[NH:5][C:6]2[CH:12]=[CH:11][CH:10]=[CH:9][C:7]=2[N:8]=1.[Br:13][C:14]1[CH:19]=[CH:18][CH:17]=[CH:16][C:15]=1[C:20]1[CH:25]=[CH:24][C:23]([CH2:26]OS(C)(=O)=O)=[CH:22][CH:21]=1, predict the reaction product. The product is: [Br:13][C:14]1[CH:19]=[CH:18][CH:17]=[CH:16][C:15]=1[C:20]1[CH:21]=[CH:22][C:23]([CH2:26][N:5]2[C:6]3[CH:12]=[CH:11][CH:10]=[CH:9][C:7]=3[N:8]=[C:4]2[CH3:3])=[CH:24][CH:25]=1.